From a dataset of Retrosynthesis with 50K atom-mapped reactions and 10 reaction types from USPTO. Predict the reactants needed to synthesize the given product. (1) The reactants are: CC(C)n1cnnc1-c1nc2c(s1)CCOc1cc(C=O)ccc1-2.NCCO. Given the product CC(C)n1cnnc1-c1nc2c(s1)CCOc1cc(CNCCO)ccc1-2, predict the reactants needed to synthesize it. (2) Given the product CCCCc1nc(C(O)(CC)CC)c(C(=O)OCC)n1Cc1ccc(-c2ccccc2-c2nnnn2C(c2ccccc2)(c2ccccc2)c2ccccc2)cc1, predict the reactants needed to synthesize it. The reactants are: BrCc1ccc(-c2ccccc2-c2nnnn2C(c2ccccc2)(c2ccccc2)c2ccccc2)cc1.CCCCc1nc(C(O)(CC)CC)c(C(=O)OCC)[nH]1.